Dataset: Full USPTO retrosynthesis dataset with 1.9M reactions from patents (1976-2016). Task: Predict the reactants needed to synthesize the given product. (1) Given the product [C:2]([N:6]1[CH:40]=[C:39]2[C:8]([C:9](=[O:41])[CH2:10][C:11]3([CH2:38]2)[CH2:16][CH2:15][N:14]([C:17]([C:19]2[CH:20]=[N:21][C:22]4[C:27]([CH:28]=2)=[CH:26][C:25]([O:29][CH2:30][C:31]([OH:33])=[O:32])=[CH:24][CH:23]=4)=[O:18])[CH2:13][CH2:12]3)=[N:7]1)([CH3:5])([CH3:3])[CH3:4], predict the reactants needed to synthesize it. The reactants are: Cl.[C:2]([N:6]1[CH:40]=[C:39]2[C:8]([C:9](=[O:41])[CH2:10][C:11]3([CH2:38]2)[CH2:16][CH2:15][N:14]([C:17]([C:19]2[CH:20]=[N:21][C:22]4[C:27]([CH:28]=2)=[CH:26][C:25]([O:29][CH2:30][C:31]([O:33]C(C)(C)C)=[O:32])=[CH:24][CH:23]=4)=[O:18])[CH2:13][CH2:12]3)=[N:7]1)([CH3:5])([CH3:4])[CH3:3]. (2) Given the product [C:24]([C:28]1[CH:33]=[C:32]([C:2]2[N:6]([CH2:7][CH:8]3[CH2:13][CH2:12][CH2:11][CH2:10][CH2:9]3)[C:5]([CH3:14])=[C:4]([C:15]([NH:17][CH:18]3[CH2:23][CH2:22][O:21][CH2:20][CH2:19]3)=[O:16])[CH:3]=2)[CH:31]=[CH:30][C:29]=1[OH:43])([CH3:27])([CH3:25])[CH3:26], predict the reactants needed to synthesize it. The reactants are: Br[C:2]1[N:6]([CH2:7][CH:8]2[CH2:13][CH2:12][CH2:11][CH2:10][CH2:9]2)[C:5]([CH3:14])=[C:4]([C:15]([NH:17][CH:18]2[CH2:23][CH2:22][O:21][CH2:20][CH2:19]2)=[O:16])[CH:3]=1.[C:24]([C:28]1[CH:33]=[C:32](B2OC(C)(C)C(C)(C)O2)[CH:31]=[CH:30][C:29]=1[OH:43])([CH3:27])([CH3:26])[CH3:25].C([O-])([O-])=O.[Cs+].[Cs+]. (3) Given the product [F:1][C:2]1[CH:7]=[CH:6][C:5]([F:8])=[CH:4][C:3]=1[C@@:9]([OH:12])([CH2:15][N:16]1[CH:20]=[N:19][CH:18]=[N:17]1)[C@@H:10]([CH3:14])[C:11]([NH2:22])=[O:13], predict the reactants needed to synthesize it. The reactants are: [F:1][C:2]1[CH:7]=[CH:6][C:5]([F:8])=[CH:4][C:3]=1[C@:9]1([CH2:15][N:16]2[CH:20]=[N:19][CH:18]=[N:17]2)[O:12][C:11](=[O:13])[C@@H:10]1[CH3:14].C[N:22](C1C=CC=CN=1)C. (4) Given the product [CH2:1]([C:3]1[CH:4]=[CH:5][C:6]([F:9])=[C:7]([OH:16])[CH:8]=1)[CH3:2], predict the reactants needed to synthesize it. The reactants are: [CH2:1]([C:3]1[CH:8]=[CH:7][C:6]([F:9])=[CH:5][CH:4]=1)[CH3:2].[Li]CCCC.B(OC)(OC)[O:16]C. (5) Given the product [N+:1]([C:4]1[CH:5]=[C:6]([CH2:10][C:11]([C:24]2[CH:25]=[CH:26][C:27]3[O:32][CH2:31][C:30](=[O:33])[NH:29][C:28]=3[CH:34]=2)=[O:13])[CH:7]=[CH:8][CH:9]=1)([O-:3])=[O:2].[O:32]1[C:27]2[CH:26]=[CH:25][CH:24]=[CH:34][C:28]=2[NH:29][C:30](=[O:33])[CH2:31]1, predict the reactants needed to synthesize it. The reactants are: [N+:1]([C:4]1[CH:5]=[C:6]([CH2:10][C:11]([OH:13])=O)[CH:7]=[CH:8][CH:9]=1)([O-:3])=[O:2].BrC1C=C(CC([C:24]2[CH:25]=[CH:26][C:27]3[O:32][CH2:31][C:30](=[O:33])[NH:29][C:28]=3[CH:34]=2)=O)C=CC=1. (6) The reactants are: [CH3:1][O:2][C:3]([C:5]1[CH:6]=[N:7][C:8]([CH:11]=[O:12])=[N:9][CH:10]=1)=[O:4].[NH2:13][C:14]1[CH:15]=[C:16]([CH:19]=[C:20]([CH:23]([CH3:25])[CH3:24])[C:21]=1O)[C:17]#[N:18].ClC1C(=O)C(C#N)=C(C#N)C(=O)C=1Cl. Given the product [CH3:1][O:2][C:3]([C:5]1[CH:10]=[N:9][C:8]([C:11]2[O:12][C:21]3[C:20]([CH:23]([CH3:25])[CH3:24])=[CH:19][C:16]([C:17]#[N:18])=[CH:15][C:14]=3[N:13]=2)=[N:7][CH:6]=1)=[O:4], predict the reactants needed to synthesize it. (7) Given the product [CH2:17]([O:16][C:14]1[C:13]([CH2:12][N:3]2[C:2](=[O:1])[C:10]3[C:5](=[CH:6][CH:7]=[CH:8][CH:9]=3)[C:4]2=[O:11])=[C:19]([CH3:20])[NH:24][N:23]=1)[CH3:18], predict the reactants needed to synthesize it. The reactants are: [O:1]=[C:2]1[C:10]2[C:5](=[CH:6][CH:7]=[CH:8][CH:9]=2)[C:4](=[O:11])[N:3]1[CH2:12][CH:13]([C:19](=O)[CH3:20])[C:14]([O:16][CH2:17][CH3:18])=O.O.[NH2:23][NH2:24].